This data is from Full USPTO retrosynthesis dataset with 1.9M reactions from patents (1976-2016). The task is: Predict the reactants needed to synthesize the given product. (1) Given the product [CH:1]1([C:4]2[NH:25][C:7]3[N:8]=[N:9][C:10]([CH2:12][CH2:13][CH2:14][CH2:15][N:16]4[CH:20]=[C:19]([C:21]([OH:23])=[O:22])[N:18]=[N:17]4)=[CH:11][C:6]=3[CH:5]=2)[CH2:3][CH2:2]1, predict the reactants needed to synthesize it. The reactants are: [CH:1]1([C:4]2[NH:25][C:7]3[N:8]=[N:9][C:10]([CH2:12][CH2:13][CH2:14][CH2:15][N:16]4[CH:20]=[C:19]([C:21]([O:23]C)=[O:22])[N:18]=[N:17]4)=[CH:11][C:6]=3[CH:5]=2)[CH2:3][CH2:2]1.[Li+].[OH-]. (2) Given the product [C:18]([C:17]1[CH:20]=[C:21]([C:24]2[N:29]=[C:28]([NH:30][C:31]3[CH:32]=[CH:33][C:34]([N:37]4[CH2:42][CH2:41][N:40]([CH:43]5[CH2:44][O:45][CH2:46]5)[CH2:39][CH2:38]4)=[CH:35][CH:36]=3)[N:27]=[CH:26][N:25]=2)[CH:22]=[CH:23][C:16]=1[O:7][CH2:8][C:9]1([C:13]#[N:14])[CH2:12][O:11][CH2:10]1)#[N:19], predict the reactants needed to synthesize it. The reactants are: CC(C)([O-])C.[K+].[OH:7][CH2:8][C:9]1([C:13]#[N:14])[CH2:12][O:11][CH2:10]1.F[C:16]1[CH:23]=[CH:22][C:21]([C:24]2[N:29]=[C:28]([NH:30][C:31]3[CH:36]=[CH:35][C:34]([N:37]4[CH2:42][CH2:41][N:40]([CH:43]5[CH2:46][O:45][CH2:44]5)[CH2:39][CH2:38]4)=[CH:33][CH:32]=3)[N:27]=[CH:26][N:25]=2)=[CH:20][C:17]=1[C:18]#[N:19]. (3) Given the product [Cl:9][C:4]1[N:3]=[C:2]([N:30]2[CH2:35][CH2:34][O:33][CH2:32][CH2:31]2)[N:7]=[C:6]([NH:20][C@H:18]([C:15]2[N:16]=[CH:17][C:12]([F:11])=[CH:13][N:14]=2)[CH3:19])[N:5]=1, predict the reactants needed to synthesize it. The reactants are: Cl[C:2]1[N:7]=[C:6](Cl)[N:5]=[C:4]([Cl:9])[N:3]=1.Cl.[F:11][C:12]1[CH:13]=[N:14][C:15]([C@@H:18]([NH2:20])[CH3:19])=[N:16][CH:17]=1.CCN(C(C)C)C(C)C.[NH:30]1[CH2:35][CH2:34][O:33][CH2:32][CH2:31]1. (4) The reactants are: [CH2:1]([O:3][C:4]([C:6]1[CH:7]=[N:8][N:9]([C:11](=[N:18][C:19]2[CH:24]=[C:23]([F:25])[CH:22]=[C:21]([F:26])[CH:20]=2)[NH:12][C:13](OCC)=[O:14])[CH:10]=1)=[O:5])[CH3:2].ClCCCl.O.CO. Given the product [CH2:1]([O:3][C:4]([C:6]1[CH:7]=[N:8][N:9]([C:11]2[NH:12][C:13](=[O:14])[C:24]3[C:19](=[CH:20][C:21]([F:26])=[CH:22][C:23]=3[F:25])[N:18]=2)[CH:10]=1)=[O:5])[CH3:2], predict the reactants needed to synthesize it. (5) The reactants are: [C:1]([C@H:9]([CH2:13][O:14][CH2:15][CH2:16][CH2:17][CH2:18][CH2:19][CH2:20][CH2:21][CH2:22][CH2:23][CH2:24][CH2:25][CH2:26][CH2:27][CH2:28][CH2:29][CH3:30])[CH2:10][CH2:11]Br)(=[O:8])[C:2]1[CH:7]=[CH:6][CH:5]=[CH:4][CH:3]=1.[P:31]([O:38]CC)([O:35][CH2:36][CH3:37])[O:32][CH2:33][CH3:34]. Given the product [C:1]([C@H:9]([CH2:13][O:14][CH2:15][CH2:16][CH2:17][CH2:18][CH2:19][CH2:20][CH2:21][CH2:22][CH2:23][CH2:24][CH2:25][CH2:26][CH2:27][CH2:28][CH2:29][CH3:30])[CH2:10][CH2:11][P:31]([O:35][CH2:36][CH3:37])(=[O:38])[O:32][CH2:33][CH3:34])(=[O:8])[C:2]1[CH:7]=[CH:6][CH:5]=[CH:4][CH:3]=1, predict the reactants needed to synthesize it. (6) Given the product [CH3:39][N:37]([CH3:38])[C:36]([NH:35][C:31]1[CH:30]=[C:29]([CH:26]2[CH2:27][CH2:28][N:23]([CH2:22][CH2:21][CH2:20][NH:19][C:9](=[O:11])[CH:8]([C:5]3[CH:4]=[CH:3][C:2]([F:1])=[CH:7][CH:6]=3)[C:12]3[CH:17]=[CH:16][C:15]([F:18])=[CH:14][CH:13]=3)[CH2:24][CH2:25]2)[CH:34]=[CH:33][CH:32]=1)=[O:40], predict the reactants needed to synthesize it. The reactants are: [F:1][C:2]1[CH:7]=[CH:6][C:5]([CH:8]([C:12]2[CH:17]=[CH:16][C:15]([F:18])=[CH:14][CH:13]=2)[C:9]([OH:11])=O)=[CH:4][CH:3]=1.[NH2:19][CH2:20][CH2:21][CH2:22][N:23]1[CH2:28][CH2:27][CH:26]([C:29]2[CH:30]=[C:31]([NH:35][C:36](=[O:40])[N:37]([CH3:39])[CH3:38])[CH:32]=[CH:33][CH:34]=2)[CH2:25][CH2:24]1.